Task: Predict which catalyst facilitates the given reaction.. Dataset: Catalyst prediction with 721,799 reactions and 888 catalyst types from USPTO (1) The catalyst class is: 3. Product: [F:19][C:16]([CH3:18])([CH3:17])[CH2:15][C@@H:14]([C:20]([O:22][CH2:23][CH3:24])=[O:21])[NH:13][C@@H:8]([C:5]1[CH:6]=[CH:7][C:2]([B:28]2[O:32][C:31]([CH3:34])([CH3:33])[C:30]([CH3:36])([CH3:35])[O:29]2)=[CH:3][CH:4]=1)[C:9]([F:12])([F:11])[F:10]. Reactant: Br[C:2]1[CH:7]=[CH:6][C:5]([C@H:8]([NH:13][C@H:14]([C:20]([OH:22])=[O:21])[CH2:15][C:16]([F:19])([CH3:18])[CH3:17])[C:9]([F:12])([F:11])[F:10])=[CH:4][CH:3]=1.[C:23]([O-])(=O)[CH3:24].[K+].[B:28]1([B:28]2[O:32][C:31]([CH3:34])([CH3:33])[C:30]([CH3:36])([CH3:35])[O:29]2)[O:32][C:31]([CH3:34])([CH3:33])[C:30]([CH3:36])([CH3:35])[O:29]1. (2) Reactant: Br[C:2]1[CH:12]=[C:11]([C:13]([O:15][CH2:16][CH3:17])=[O:14])[CH:10]=[CH:9][C:3]=1[C:4]([O:6][CH2:7][CH3:8])=[O:5].C([O-])([O-])=O.[K+].[K+].C1(C)C=CC=CC=1.[CH3:31][C:32]1[CH:37]=[CH:36][C:35]([CH3:38])=[CH:34][C:33]=1B(O)O. Product: [CH3:31][C:32]1[CH:37]=[CH:36][C:35]([CH3:38])=[CH:34][C:33]=1[C:2]1[CH:12]=[C:11]([C:13]([O:15][CH2:16][CH3:17])=[O:14])[CH:10]=[CH:9][C:3]=1[C:4]([O:6][CH2:7][CH3:8])=[O:5]. The catalyst class is: 103.